From a dataset of Full USPTO retrosynthesis dataset with 1.9M reactions from patents (1976-2016). Predict the reactants needed to synthesize the given product. The reactants are: [CH3:1][C:2]([C:6]1[CH:11]=[CH:10][C:9]([CH2:12][C:13]2[C:22]3[C:17](=[CH:18][CH:19]=[C:20](B4OC(C)(C)C(C)(C)O4)[CH:21]=3)[N:16]=[CH:15][C:14]=2[N+:32]([O-:34])=[O:33])=[CH:8][CH:7]=1)([CH3:5])[C:3]#[N:4].[O:35]([C:42]1[CH:47]=[CH:46][C:45](Br)=[CH:44][N:43]=1)[C:36]1[CH:41]=[CH:40][CH:39]=[CH:38][CH:37]=1.C([O-])([O-])=O.[K+].[K+].C1(C)C=CC=CC=1. Given the product [N+:32]([C:14]1[CH:15]=[N:16][C:17]2[C:22]([C:13]=1[CH2:12][C:9]1[CH:10]=[CH:11][C:6]([C:2]([CH3:1])([CH3:5])[C:3]#[N:4])=[CH:7][CH:8]=1)=[CH:21][C:20]([C:45]1[CH:44]=[N:43][C:42]([O:35][C:36]3[CH:41]=[CH:40][CH:39]=[CH:38][CH:37]=3)=[CH:47][CH:46]=1)=[CH:19][CH:18]=2)([O-:34])=[O:33], predict the reactants needed to synthesize it.